From a dataset of Full USPTO retrosynthesis dataset with 1.9M reactions from patents (1976-2016). Predict the reactants needed to synthesize the given product. (1) The reactants are: C(Cl)(=O)C(Cl)=O.CS(C)=O.[Cl:11][C:12]1[CH:17]=[CH:16][C:15]([CH:18]([C:20]2[CH:25]=[CH:24][CH:23]=[CH:22][C:21]=2[C:26]2[C:27]([CH2:32][O:33][CH2:34][C:35]3[CH:40]=[CH:39][C:38]([O:41][CH3:42])=[CH:37][CH:36]=3)=[N:28][O:29][C:30]=2[CH3:31])[OH:19])=[CH:14][CH:13]=1.CCN(CC)CC. Given the product [Cl:11][C:12]1[CH:17]=[CH:16][C:15]([C:18]([C:20]2[CH:25]=[CH:24][CH:23]=[CH:22][C:21]=2[C:26]2[C:27]([CH2:32][O:33][CH2:34][C:35]3[CH:36]=[CH:37][C:38]([O:41][CH3:42])=[CH:39][CH:40]=3)=[N:28][O:29][C:30]=2[CH3:31])=[O:19])=[CH:14][CH:13]=1, predict the reactants needed to synthesize it. (2) Given the product [N:11]1([C:2]2[CH:7]=[CH:6][C:5]([CH2:8][CH2:9][OH:10])=[CH:4][CH:3]=2)[CH2:16][CH2:15][O:14][CH2:13][CH2:12]1, predict the reactants needed to synthesize it. The reactants are: Br[C:2]1[CH:7]=[CH:6][C:5]([CH2:8][CH2:9][OH:10])=[CH:4][CH:3]=1.[NH:11]1[CH2:16][CH2:15][O:14][CH2:13][CH2:12]1.[Li+].C[Si]([N-][Si](C)(C)C)(C)C.Cl.C([O-])(O)=O.[Na+]. (3) Given the product [CH:24]1([C:30]([NH:1][C:2]2[CH:3]=[CH:4][C:5]([CH:8]3[C:17]([CH3:18])([CH3:19])[CH2:16][C:15]4[C:10](=[CH:11][CH:12]=[C:13]([C:20]([O:22][CH3:23])=[O:21])[CH:14]=4)[NH:9]3)=[CH:6][CH:7]=2)=[O:31])[CH2:29][CH2:28][CH2:27][CH2:26][CH2:25]1, predict the reactants needed to synthesize it. The reactants are: [NH2:1][C:2]1[CH:7]=[CH:6][C:5]([CH:8]2[C:17]([CH3:19])([CH3:18])[CH2:16][C:15]3[C:10](=[CH:11][CH:12]=[C:13]([C:20]([O:22][CH3:23])=[O:21])[CH:14]=3)[NH:9]2)=[CH:4][CH:3]=1.[CH:24]1([C:30](O)=[O:31])[CH2:29][CH2:28][CH2:27][CH2:26][CH2:25]1.C(N(CC)C(C)C)(C)C.P(Cl)(Cl)(Cl)=O. (4) Given the product [C@@H:6]1([CH2:20][CH:21]=[CH2:22])[O:7][C@@H:8]([CH3:19])[C@@H:9]([OH:15])[C@@H:10]([OH:11])[C@@H:5]1[OH:4], predict the reactants needed to synthesize it. The reactants are: C([O:4][C@H:5]1[C@H:10]([O:11]C(=O)C)[C@H:9]([O:15]C(=O)C)[C@H:8]([CH3:19])[O:7][C@H:6]1[CH2:20][CH:21]=[CH2:22])(=O)C.O(C)[Na]. (5) Given the product [I:1][C:2]1[CH:9]=[CH:8][C:5]([CH2:6][N:14]2[C:10](=[O:20])[C:11]3[C:12](=[CH:16][CH:17]=[CH:18][CH:19]=3)[C:13]2=[O:15])=[CH:4][CH:3]=1, predict the reactants needed to synthesize it. The reactants are: [I:1][C:2]1[CH:9]=[CH:8][C:5]([CH2:6]Br)=[CH:4][CH:3]=1.[C:10]1(=[O:20])[NH:14][C:13](=[O:15])[C:12]2=[CH:16][CH:17]=[CH:18][CH:19]=[C:11]12.C(=O)([O-])[O-].[Cs+].[Cs+]. (6) Given the product [F:15][C:14]([F:17])([F:16])[CH:13]=[CH:12][CH2:11][CH:26]([S:23]([CH2:22][CH2:21][C:20]([F:19])([F:31])[F:32])(=[O:24])=[O:25])[C:27]([O:29][CH3:30])=[O:28], predict the reactants needed to synthesize it. The reactants are: C1(C)C=CC(S(O[CH2:11][CH:12]=[CH:13][C:14]([F:17])([F:16])[F:15])(=O)=O)=CC=1.[F:19][C:20]([F:32])([F:31])[CH2:21][CH2:22][S:23]([CH2:26][C:27]([O:29][CH3:30])=[O:28])(=[O:25])=[O:24].C(=O)([O-])[O-].[K+].[K+].Cl. (7) Given the product [C:43]([O:42][C:40]([N:37]1[CH2:38][CH2:39][CH:34]([CH2:33][S:23][C:14]2[N:15]([C:16]3[CH:21]=[CH:20][C:19]([F:22])=[CH:18][CH:17]=3)[C:11]([C:8]([C:5]3[CH:6]=[CH:7][C:2]([Cl:1])=[C:3]([O:24][CH3:25])[CH:4]=3)([CH3:10])[CH3:9])=[CH:12][N:13]=2)[CH2:35][CH2:36]1)=[O:41])([CH3:46])([CH3:44])[CH3:45], predict the reactants needed to synthesize it. The reactants are: [Cl:1][C:2]1[CH:7]=[CH:6][C:5]([C:8]([C:11]2[N:15]([C:16]3[CH:21]=[CH:20][C:19]([F:22])=[CH:18][CH:17]=3)[C:14]([SH:23])=[N:13][CH:12]=2)([CH3:10])[CH3:9])=[CH:4][C:3]=1[O:24][CH3:25].C([O-])([O-])=O.[K+].[K+].Br[CH2:33][CH:34]1[CH2:39][CH2:38][N:37]([C:40]([O:42][C:43]([CH3:46])([CH3:45])[CH3:44])=[O:41])[CH2:36][CH2:35]1. (8) Given the product [Cl:1][C:2]1[C:3]2[CH:10]=[CH:9][N:8]([CH2:20][O:19][CH2:18][CH2:17][Si:14]([CH3:16])([CH3:15])[CH3:13])[C:4]=2[N:5]=[CH:6][N:7]=1, predict the reactants needed to synthesize it. The reactants are: [Cl:1][C:2]1[C:3]2[CH:10]=[CH:9][NH:8][C:4]=2[N:5]=[CH:6][N:7]=1.[H-].[Na+].[CH3:13][Si:14]([CH2:17][CH2:18][O:19][CH2:20]Cl)([CH3:16])[CH3:15]. (9) Given the product [CH2:12]([O:19][C:20]1[CH:21]=[C:22]([C:26]2[C:38]3[C:37]4[C:32](=[CH:33][CH:34]=[CH:35][CH:36]=4)[N:31]([C:39]4[CH:46]=[CH:45][C:42]([C:43]([NH2:44])=[O:2])=[C:41]([NH:7][CH2:8][CH2:9][CH2:10][OH:11])[CH:40]=4)[C:30]=3[CH:29]=[CH:28][CH:27]=2)[CH:23]=[N:24][CH:25]=1)[C:13]1[CH:18]=[CH:17][CH:16]=[CH:15][CH:14]=1, predict the reactants needed to synthesize it. The reactants are: C(=O)([O-])[O-:2].[K+].[K+].[NH2:7][CH2:8][CH2:9][CH2:10][OH:11].[CH2:12]([O:19][C:20]1[CH:21]=[C:22]([C:26]2[C:38]3[C:37]4[C:32](=[CH:33][CH:34]=[CH:35][CH:36]=4)[N:31]([C:39]4[CH:46]=[CH:45][C:42]([C:43]#[N:44])=[C:41](F)[CH:40]=4)[C:30]=3[CH:29]=[CH:28][CH:27]=2)[CH:23]=[N:24][CH:25]=1)[C:13]1[CH:18]=[CH:17][CH:16]=[CH:15][CH:14]=1.[OH-].[Na+].OO.